This data is from M1 muscarinic receptor antagonist screen with 61,756 compounds. The task is: Binary Classification. Given a drug SMILES string, predict its activity (active/inactive) in a high-throughput screening assay against a specified biological target. (1) The compound is s1c(C(=O)NCCCOC(C)C)ccc1. The result is 0 (inactive). (2) The molecule is S(c1n(c(nn1)c1ccncc1)C)Cc1ccccc1. The result is 0 (inactive). (3) The drug is O=C(NO)C(CCc1ccccc1)C. The result is 0 (inactive). (4) The molecule is Clc1cc(N2CCN(CN3c4c(C5(OCCCO5)C3=O)cccc4)CC2)ccc1. The result is 0 (inactive). (5) The drug is Clc1c(c2nc(on2)C2CCN(S(=O)(=O)c3ccc(cc3)C(O)=O)CC2)cccc1. The result is 0 (inactive). (6) The compound is O(c1ccc(n2ncc3c(NCC(C)C)ncnc23)cc1)C. The result is 0 (inactive). (7) The molecule is O=C1N(C(=O)C2C1C1CC2C=C1)C(CCCCN1C(=O)C2C(C3CC2C=C3)C1=O)C(O)=O. The result is 0 (inactive). (8) The drug is o1nc(nc1c1c(C(=O)NCc2occc2)cccc1)c1cc(OC)c(OC)c(OC)c1. The result is 0 (inactive). (9) The drug is O=C(Nc1c(cccc1C)C)C1(N(Cc2occc2)C(=O)c2ncccc2)CCCC1. The result is 0 (inactive).